This data is from Aqueous solubility values for 9,982 compounds from the AqSolDB database. The task is: Regression/Classification. Given a drug SMILES string, predict its absorption, distribution, metabolism, or excretion properties. Task type varies by dataset: regression for continuous measurements (e.g., permeability, clearance, half-life) or binary classification for categorical outcomes (e.g., BBB penetration, CYP inhibition). For this dataset (solubility_aqsoldb), we predict Y. (1) The drug is CCCCOC(N)=O. The Y is -0.657 log mol/L. (2) The Y is -6.90 log mol/L. The drug is Clc1ccc(-c2ccc(Cl)c(Cl)c2)c(Cl)c1. (3) The compound is O=C1NC(=S)SC1=Cc1ccc(O)c(O)c1. The Y is -3.34 log mol/L. (4) The drug is N#CN. The Y is 1.12 log mol/L. (5) The drug is Cc1nc2nc[nH]c(=O)c2nc1C. The Y is -2.29 log mol/L. (6) The molecule is O=C(O)C(I)=CBr. The Y is -1.21 log mol/L. (7) The compound is NCc1ccncc1. The Y is 0.966 log mol/L. (8) The compound is N=C(N)N.O=C(O)C1=NN(c2ccc(S(=O)(=O)O)cc2)C(=O)C1N=Nc1ccc(S(=O)(=O)O)cc1.[Cl-].[H+]. The Y is -7.75 log mol/L. (9) The molecule is Clc1cccc(-c2c(Cl)cc(Cl)c(Cl)c2Cl)c1Cl. The Y is -8.48 log mol/L. (10) The drug is O=S(=O)(CCCl)CCS(=O)(=O)CCCl. The Y is -1.45 log mol/L.